Dataset: Full USPTO retrosynthesis dataset with 1.9M reactions from patents (1976-2016). Task: Predict the reactants needed to synthesize the given product. (1) Given the product [Br:13][C:14]1[CH:15]=[CH:16][C:17]([CH:20]2[CH2:7][CH:21]2[C:22]([O:24][C:25]([CH3:28])([CH3:27])[CH3:26])=[O:23])=[CH:18][CH:19]=1, predict the reactants needed to synthesize it. The reactants are: [I-].C[S+](C)(C)=O.[CH3:7]C(C)([O-])C.[Na+].[Br:13][C:14]1[CH:19]=[CH:18][C:17](/[CH:20]=[CH:21]/[C:22]([O:24][C:25]([CH3:28])([CH3:27])[CH3:26])=[O:23])=[CH:16][CH:15]=1.[S]. (2) The reactants are: [NH2:1][C:2]1[C:6]([C:7]([OH:9])=[O:8])=[CH:5][NH:4][N:3]=1.CN([CH:13]=[C:14]([CH:17]=O)[CH:15]=[O:16])C. Given the product [CH:15]([C:14]1[CH:13]=[N:1][C:2]2[N:3]([N:4]=[CH:5][C:6]=2[C:7]([OH:9])=[O:8])[CH:17]=1)=[O:16], predict the reactants needed to synthesize it. (3) The reactants are: [F:1][C:2]1[CH:7]=[CH:6][C:5]([C:8]2[C:12](/[CH:13]=[CH:14]/[C:15]3[CH:16]=[C:17]([C:20]([OH:22])=O)[NH:18][N:19]=3)=[C:11]([CH3:23])[O:10][N:9]=2)=[CH:4][CH:3]=1.[OH:24][CH2:25][C:26]([NH2:29])([CH3:28])[CH3:27]. Given the product [OH:24][CH2:25][C:26]([NH:29][C:20]([C:17]1[NH:18][N:19]=[C:15](/[CH:14]=[CH:13]/[C:12]2[C:8]([C:5]3[CH:4]=[CH:3][C:2]([F:1])=[CH:7][CH:6]=3)=[N:9][O:10][C:11]=2[CH3:23])[CH:16]=1)=[O:22])([CH3:28])[CH3:27], predict the reactants needed to synthesize it. (4) Given the product [CH3:1][C@H:2]1[C@H:3]2[C@H:4]3[C@:8]([CH3:9])([CH2:10][CH2:11][C@@H:12]2[C:13]2[CH:14]=[CH:15][C:16]([OH:20])=[CH:17][C:18]=2[CH2:19]1)[C:7](=[O:22])[CH2:6][CH2:5]3, predict the reactants needed to synthesize it. The reactants are: [CH3:1][C@@H:2]1[CH2:19][C:18]2[C@:13](C)([CH2:14][CH2:15][C:16](=[O:20])[CH:17]=2)[C@@H:12]2[C@@H:3]1[C@H:4]1[C@@:8]([CH2:10][CH2:11]2)([CH3:9])[C:7](=[O:22])[CH2:6][CH2:5]1.O. (5) Given the product [NH2:1][C:2]1[N:3]([CH3:17])[C:4](=[O:13])[C:5]2[C:10]([I:11])=[CH:9][N:8]([CH3:12])[C:6]=2[N:7]=1, predict the reactants needed to synthesize it. The reactants are: [NH2:1][C:2]1[NH:3][C:4](=[O:13])[C:5]2[C:10]([I:11])=[CH:9][N:8]([CH3:12])[C:6]=2[N:7]=1.[H-].[Na+].I[CH3:17].